Predict the reaction yield, written as a fraction of the theoretical maximum amount of product (1.0 means a 100% yield; for example, 0.34 means a 34% yield). From a dataset of Reaction yield outcomes from USPTO patents with 853,638 reactions. (1) The reactants are C([O:8][C:9]1[C:14](=[O:15])[N:13]2[CH:16]=[C:17]([N:27]3[CH2:32][CH2:31][O:30][CH2:29][CH2:28]3)[CH:18]=[C:19]([N:20]3[CH2:24][CH2:23][N:22]([CH3:25])[C:21]3=[O:26])[C:12]2=[N:11][C:10]=1[C:33]1[NH:34][C:35]([CH2:38][C:39]2[CH:44]=[CH:43][C:42]([F:45])=[C:41]([Cl:46])[CH:40]=2)=[CH:36][N:37]=1)C1C=CC=CC=1. The catalyst is FC(F)(F)C(O)=O. The product is [Cl-:46].[Cl:46][C:41]1[CH:40]=[C:39]([CH:44]=[CH:43][C:42]=1[F:45])[CH2:38][C:35]1[NH:34][C:33]([C:10]2[N:11]=[C:12]3[C:19]([N:20]4[CH2:24][CH2:23][N:22]([CH3:25])[C:21]4=[O:26])=[CH:18][C:17]([N:27]4[CH2:32][CH2:31][O:30][CH2:29][CH2:28]4)=[CH:16][N:13]3[C:14](=[O:15])[C:9]=2[OH:8])=[NH+:37][CH:36]=1. The yield is 0.560. (2) The reactants are [Cl:1][C:2]1[C:3]2[CH:10]=[C:9]([C:11](Cl)=[O:12])[S:8][C:4]=2[N:5]=[CH:6][N:7]=1.[NH3:14]. The catalyst is C(Cl)Cl. The product is [Cl:1][C:2]1[C:3]2[CH:10]=[C:9]([C:11]([NH2:14])=[O:12])[S:8][C:4]=2[N:5]=[CH:6][N:7]=1. The yield is 0.980. (3) The reactants are [N:1]1[NH:2][N:3]=[N:4][C:5]=1[C:6]1[CH:11]=[CH:10][CH:9]=[CH:8][C:7]=1[OH:12].[OH-].[Na+].[CH3:15]I. The catalyst is O.[Cl-].C([N+](CCCC)(CCCC)CCCC)CCC. The product is [CH3:15][N:3]1[N:2]=[N:1][C:5]([C:6]2[CH:11]=[CH:10][CH:9]=[CH:8][C:7]=2[OH:12])=[N:4]1. The yield is 0.490. (4) The reactants are Br[CH2:2][C:3]1[CH:8]=[C:7]([O:9][CH3:10])[CH:6]=[C:5]([O:11][CH3:12])[CH:4]=1.[S:13]([O-:16])([O-:15])=[O:14].[Na+:17].[Na+]. The catalyst is CC(C)=O.O. The product is [CH3:12][O:11][C:5]1[CH:4]=[C:3]([CH2:2][S:13]([O-:16])(=[O:15])=[O:14])[CH:8]=[C:7]([O:9][CH3:10])[CH:6]=1.[Na+:17]. The yield is 0.710. (5) The reactants are [OH:1][CH2:2][C:3]([C:5]1[CH:10]=[CH:9][C:8]([Cl:11])=[C:7]([Cl:12])[CH:6]=1)=O.[C-]#[N:14].[K+].C[CH:17]([OH:19])C. The catalyst is C(O)(=O)C. The product is [Cl:12][C:7]1[CH:6]=[C:5]([C:3]2[NH:14][C:17](=[O:19])[O:1][CH:2]=2)[CH:10]=[CH:9][C:8]=1[Cl:11]. The yield is 0.520. (6) The reactants are [Br:1][C:2]1[CH:3]=[C:4]([N:9]2[C:13](=[O:14])[O:12][N:11]=[C:10]2[C:15]2[C:19]([NH:20][CH2:21][CH2:22][OH:23])=[N:18][O:17][N:16]=2)[CH:5]=[CH:6][C:7]=1[F:8].[CH3:24][S:25](Cl)(=[O:27])=[O:26].C(N(CC)CC)C. The catalyst is C(OCC)(=O)C. The product is [CH3:24][S:25]([O:23][CH2:22][CH2:21][NH:20][C:19]1[C:15]([C:10]2[N:9]([C:4]3[CH:5]=[CH:6][C:7]([F:8])=[C:2]([Br:1])[CH:3]=3)[C:13](=[O:14])[O:12][N:11]=2)=[N:16][O:17][N:18]=1)(=[O:27])=[O:26]. The yield is 1.00.